Dataset: Catalyst prediction with 721,799 reactions and 888 catalyst types from USPTO. Task: Predict which catalyst facilitates the given reaction. (1) Reactant: [F:1][C:2]1[CH:9]=[CH:8][C:5]([C:6]#[N:7])=[C:4]([C:10]2[N:11]=[N:12][N:13](C)[N:14]=2)[CH:3]=1.[ClH:16]. Product: [ClH:16].[F:1][C:2]1[CH:9]=[CH:8][C:5]([CH2:6][NH2:7])=[C:4]([C:10]2[N:11]=[N:12][NH:13][N:14]=2)[CH:3]=1. The catalyst class is: 29. (2) Reactant: [Br:1][C:2]1[CH:3]=[C:4]([NH2:8])[CH:5]=[N:6][CH:7]=1.N1C=CC=CC=1.Cl[C:16]([O:18][CH2:19][CH3:20])=[O:17].O. Product: [CH2:19]([O:18][C:16](=[O:17])[NH:8][C:4]1[CH:5]=[N:6][CH:7]=[C:2]([Br:1])[CH:3]=1)[CH3:20]. The catalyst class is: 7. (3) Reactant: [Cl-].[CH2:2]([N+:4]1[CH:8]=[CH:7][N:6]([CH3:9])[CH:5]=1)[CH3:3].C.[F:11][C:12]([F:25])([F:24])[S:13]([N-:16][S:17]([C:20]([F:23])([F:22])[F:21])(=[O:19])=[O:18])(=[O:15])=[O:14].[Li+]. Product: [F:23][C:20]([F:21])([F:22])[S:17]([N-:16][S:13]([C:12]([F:11])([F:24])[F:25])(=[O:14])=[O:15])(=[O:18])=[O:19].[CH2:2]([N+:4]1[CH:8]=[CH:7][N:6]([CH3:9])[CH:5]=1)[CH3:3]. The catalyst class is: 6. (4) Reactant: C[O:2][C:3](=[O:41])[CH2:4][O:5][C:6]1[CH:11]=[CH:10][C:9]([O:12][CH2:13][C:14]2[CH:19]=[C:18]([C:20]3[CH:25]=[CH:24][C:23]([C:26]([F:29])([F:28])[F:27])=[CH:22][CH:21]=3)[CH:17]=[C:16]([C:30]3[CH:35]=[CH:34][C:33]([C:36]([F:39])([F:38])[F:37])=[CH:32][CH:31]=3)[CH:15]=2)=[CH:8][C:7]=1[CH3:40].O.[OH-].[Li+].O. Product: [F:27][C:26]([F:28])([F:29])[C:23]1[CH:24]=[CH:25][C:20]([C:18]2[CH:19]=[C:14]([CH:15]=[C:16]([C:30]3[CH:35]=[CH:34][C:33]([C:36]([F:39])([F:37])[F:38])=[CH:32][CH:31]=3)[CH:17]=2)[CH2:13][O:12][C:9]2[CH:10]=[CH:11][C:6]([O:5][CH2:4][C:3]([OH:41])=[O:2])=[C:7]([CH3:40])[CH:8]=2)=[CH:21][CH:22]=1. The catalyst class is: 12. (5) The catalyst class is: 5. Reactant: [CH:1]([C:3]1[CH:17]=[CH:16][C:6]([O:7][C:8]2[S:9][C:10]([C:13]([NH2:15])=[O:14])=[CH:11][N:12]=2)=[CH:5][CH:4]=1)=O.[CH2:18]([NH2:23])[CH2:19][CH:20]([CH3:22])[CH3:21].[BH4-].[Na+]. Product: [CH3:21][CH:20]([CH3:22])[CH2:19][CH2:18][NH:23][CH2:1][C:3]1[CH:17]=[CH:16][C:6]([O:7][C:8]2[S:9][C:10]([C:13]([NH2:15])=[O:14])=[CH:11][N:12]=2)=[CH:5][CH:4]=1.